This data is from Full USPTO retrosynthesis dataset with 1.9M reactions from patents (1976-2016). The task is: Predict the reactants needed to synthesize the given product. (1) Given the product [CH:25]1([C:23]2[C:22]3[CH:31]=[CH:32][CH:33]=[CH:34][C:21]=3[N:20]([CH2:35][C:36](=[O:41])[C:37]([CH3:40])([CH3:39])[CH3:38])[C:19](=[O:42])[N:18]([CH2:17][C:16]([NH:15][C:11]3[CH:10]=[C:9]([NH:8][CH2:44][C:45]([OH:47])=[O:46])[CH:14]=[CH:13][CH:12]=3)=[O:43])[N:24]=2)[CH2:26][CH2:27][CH2:28][CH2:29][CH2:30]1, predict the reactants needed to synthesize it. The reactants are: C(OC([N:8]([CH2:44][C:45]([OH:47])=[O:46])[C:9]1[CH:14]=[CH:13][CH:12]=[C:11]([NH:15][C:16](=[O:43])[CH2:17][N:18]2[N:24]=[C:23]([CH:25]3[CH2:30][CH2:29][CH2:28][CH2:27][CH2:26]3)[C:22]3[CH:31]=[CH:32][CH:33]=[CH:34][C:21]=3[N:20]([CH2:35][C:36](=[O:41])[C:37]([CH3:40])([CH3:39])[CH3:38])[C:19]2=[O:42])[CH:10]=1)=O)(C)(C)C. (2) Given the product [CH3:1][O:2][C:3](=[O:13])[C@@H:4]([N:12]1[CH2:29][C:28]([O:31][C:32]2[CH:37]=[CH:36][CH:35]=[C:34]([O:38][CH3:39])[CH:33]=2)=[CH:27][C:26]1=[O:25])[CH2:5][CH:6]1[CH2:11][CH2:10][CH2:9][CH2:8][CH2:7]1, predict the reactants needed to synthesize it. The reactants are: [CH3:1][O:2][C:3](=[O:13])[C@@H:4]([NH2:12])[CH2:5][CH:6]1[CH2:11][CH2:10][CH2:9][CH2:8][CH2:7]1.C(N(CC)C(C)C)(C)C.C([O:25][C:26](=O)/[CH:27]=[C:28](/[O:31][C:32]1[CH:37]=[CH:36][CH:35]=[C:34]([O:38][CH3:39])[CH:33]=1)\[CH2:29]Br)C. (3) Given the product [NH:22]1[C:23]2=[N:24][CH:25]=[CH:26][CH:27]=[C:28]2[C:20]([CH2:19][C:16]2[CH:17]=[CH:18][C:13]([NH:12][C:10]([NH:9][C:5]3[CH:6]=[CH:7][CH:8]=[C:3]([C:2]([F:40])([F:1])[F:39])[CH:4]=3)=[O:11])=[CH:14][CH:15]=2)=[CH:21]1, predict the reactants needed to synthesize it. The reactants are: [F:1][C:2]([F:40])([F:39])[C:3]1[CH:4]=[C:5]([NH:9][C:10]([NH:12][C:13]2[CH:18]=[CH:17][C:16]([CH2:19][C:20]3[C:28]4[C:23](=[N:24][CH:25]=[CH:26][CH:27]=4)[N:22]([Si](C(C)C)(C(C)C)C(C)C)[CH:21]=3)=[CH:15][CH:14]=2)=[O:11])[CH:6]=[CH:7][CH:8]=1.[F-].C([N+](CCCC)(CCCC)CCCC)CCC.O. (4) Given the product [NH2:1][CH:2]1[CH2:7][CH2:6][N:5]([C:9]2[CH:10]=[C:11]([CH:14]=[CH:15][CH:16]=2)[C:12]#[N:13])[CH2:4][CH2:3]1, predict the reactants needed to synthesize it. The reactants are: [NH2:1][CH:2]1[CH2:7][CH2:6][NH:5][CH2:4][CH2:3]1.F[C:9]1[CH:10]=[C:11]([CH:14]=[CH:15][CH:16]=1)[C:12]#[N:13]. (5) Given the product [CH2:1]([O:3][C:4](=[O:22])[CH:5]([C:7]1[C:8]([I:21])=[C:9]2[C:16]3[CH2:17][CH2:18][CH2:19][CH2:20][C:15]=3[S:14][C:10]2=[N:11][C:12]=1[CH3:13])[O:6][C:27]([CH3:30])([CH3:29])[CH3:28])[CH3:2], predict the reactants needed to synthesize it. The reactants are: [CH2:1]([O:3][C:4](=[O:22])[CH:5]([C:7]1[C:8]([I:21])=[C:9]2[C:16]3[CH2:17][CH2:18][CH2:19][CH2:20][C:15]=3[S:14][C:10]2=[N:11][C:12]=1[CH3:13])[OH:6])[CH3:2].C(O[C:27]([CH3:30])([CH3:29])[CH3:28])(=O)C.S(=O)(=O)(O)O.